From a dataset of Catalyst prediction with 721,799 reactions and 888 catalyst types from USPTO. Predict which catalyst facilitates the given reaction. (1) Reactant: C([SiH2][O:6][C:7]([C:9]1[CH:17]=[CH:16][C:12]([C:13]([OH:15])=[O:14])=[CH:11][CH:10]=1)=[CH2:8])(C)(C)C.C(N(CC)CC)C.[N:25]1([C:31]2[CH:36]=[CH:35][C:34]([C:37](=O)[CH3:38])=[CH:33][N:32]=2)[CH2:30][CH2:29][CH2:28][CH2:27][CH2:26]1.FC(F)(F)C(OC(=O)C(F)(F)F)=O. Product: [N:25]1([C:31]2[CH:36]=[CH:35][C:34]([C:37]([CH3:38])=[CH:6][C:7]([C:9]3[CH:10]=[CH:11][C:12]([C:13]([OH:15])=[O:14])=[CH:16][CH:17]=3)=[O:8])=[CH:33][N:32]=2)[CH2:30][CH2:29][CH2:28][CH2:27][CH2:26]1. The catalyst class is: 528. (2) Reactant: [NH2:1][CH2:2][CH:3]([NH:18][C:19]([C:21]1[S:37][C:24]2=[N:25][C:26]3[CH2:27][CH2:28][CH:29]([C:33]([CH3:36])([CH3:35])[CH3:34])[CH2:30][C:31]=3[CH:32]=[C:23]2[CH:22]=1)=[O:20])[C:4]1[CH:9]=[CH:8][CH:7]=[C:6]([NH:10][C:11]([C:13]2[O:14][CH:15]=[CH:16][CH:17]=2)=[O:12])[CH:5]=1.CCN([CH2:43][CH3:44])CC.[O-]S([O-])(=O)=O.[Na+].[Na+].[BH4-].[Na+].[CH3:54][OH:55]. Product: [CH2:54]([O:55][CH2:43][CH2:44][NH:1][CH2:2][CH:3]([NH:18][C:19]([C:21]1[S:37][C:24]2=[N:25][C:26]3[CH2:27][CH2:28][CH:29]([C:33]([CH3:34])([CH3:36])[CH3:35])[CH2:30][C:31]=3[CH:32]=[C:23]2[CH:22]=1)=[O:20])[C:4]1[CH:9]=[CH:8][CH:7]=[C:6]([NH:10][C:11]([C:13]2[O:14][CH:15]=[CH:16][CH:17]=2)=[O:12])[CH:5]=1)[C:4]1[CH:9]=[CH:8][CH:7]=[CH:6][CH:5]=1. The catalyst class is: 2. (3) Reactant: [F:1][C:2]([F:20])([F:19])[C:3]1[CH:8]=[CH:7][C:6]([C:9]2[N:13]([CH3:14])[N:12]=[C:11]([C:15](=O)[CH3:16])[C:10]=2[OH:18])=[CH:5][CH:4]=1.[NH:21]([C:23]([NH:25][C:26]1[CH:34]=[CH:33][C:29]([C:30]([OH:32])=[O:31])=[CH:28][CH:27]=1)=[S:24])[NH2:22].CN(C)C=O. Product: [F:1][C:2]([F:20])([F:19])[C:3]1[CH:8]=[CH:7][C:6]([C:9]2[N:13]([CH3:14])[N:12]=[C:11]([C:15](=[N:22][NH:21][C:23]([NH:25][C:26]3[CH:34]=[CH:33][C:29]([C:30]([OH:32])=[O:31])=[CH:28][CH:27]=3)=[S:24])[CH3:16])[C:10]=2[OH:18])=[CH:5][CH:4]=1. The catalyst class is: 126.